Dataset: Forward reaction prediction with 1.9M reactions from USPTO patents (1976-2016). Task: Predict the product of the given reaction. (1) Given the reactants Cl.C(OC([N:9]1[CH2:14][CH2:13][CH:12]([N:15]2[CH2:20][CH2:19][O:18][CH2:17][CH2:16]2)[CH:11]([F:21])[CH2:10]1)=O)(C)(C)C, predict the reaction product. The product is: [F:21][CH:11]1[CH:12]([N:15]2[CH2:16][CH2:17][O:18][CH2:19][CH2:20]2)[CH2:13][CH2:14][NH:9][CH2:10]1. (2) The product is: [CH3:15][N:12]1[CH2:13][CH2:14][P:9]([C:6]2[CH:7]=[CH:8][C:3]([OH:2])=[CH:4][CH:5]=2)(=[O:16])[CH2:10][CH2:11]1. Given the reactants C[O:2][C:3]1[CH:8]=[CH:7][C:6]([P:9]2(=[O:16])[CH2:14][CH2:13][N:12]([CH3:15])[CH2:11][CH2:10]2)=[CH:5][CH:4]=1.B(Br)(Br)Br, predict the reaction product. (3) The product is: [CH:1]1([C:7]2[C:11]([CH2:12][CH2:13][CH2:14][O:15][C:31]3[CH:30]=[C:29]([CH2:35][C:36]([OH:38])=[O:37])[CH:28]=[CH:27][C:32]=3[O:33][CH3:34])=[CH:10][N:9]([C:16]3[CH:21]=[CH:20][C:19]([C:22]([F:23])([F:24])[F:25])=[CH:18][N:17]=3)[N:8]=2)[CH2:6][CH2:5][CH2:4][CH2:3][CH2:2]1. Given the reactants [CH:1]1([C:7]2[C:11]([CH2:12][CH2:13][CH2:14][OH:15])=[CH:10][N:9]([C:16]3[CH:21]=[CH:20][C:19]([C:22]([F:25])([F:24])[F:23])=[CH:18][N:17]=3)[N:8]=2)[CH2:6][CH2:5][CH2:4][CH2:3][CH2:2]1.O[C:27]1[CH:28]=[C:29]([CH2:35][C:36]([O:38]CC)=[O:37])[CH:30]=[CH:31][C:32]=1[O:33][CH3:34].C(P(CCCC)CCCC)CCC.N(C(N1CCCCC1)=O)=NC(N1CCCCC1)=O, predict the reaction product. (4) Given the reactants [NH2:1][C:2]1[O:3][C@H:4]([C:26]([F:29])([F:28])[F:27])[CH2:5][C@:6]([C:9]2[CH:10]=[C:11]([C:16]#[C:17][C:18]3[CH:25]=[CH:24][C:21]([C:22]#[N:23])=[CH:20][N:19]=3)[CH:12]=[CH:13][C:14]=2[F:15])([CH3:8])[N:7]=1, predict the reaction product. The product is: [NH2:1][C:2]1[O:3][C@H:4]([C:26]([F:28])([F:29])[F:27])[CH2:5][C@:6]([C:9]2[CH:10]=[C:11]([CH:12]=[CH:13][C:14]=2[F:15])[CH2:16][CH2:17][C:18]2[CH:25]=[CH:24][C:21]([C:22]#[N:23])=[CH:20][N:19]=2)([CH3:8])[N:7]=1.